From a dataset of Full USPTO retrosynthesis dataset with 1.9M reactions from patents (1976-2016). Predict the reactants needed to synthesize the given product. (1) The reactants are: [F:1][C:2]1[CH:11]=[CH:10][C:5]2[C:6]([CH3:9])=[N:7][S:8][C:4]=2[CH:3]=1.[Br:12]N1C(=O)CCC1=O.C(OOC(=O)C1C=CC=CC=1)(=O)C1C=CC=CC=1.[C:38](Cl)(Cl)([Cl:40])[Cl:39]. Given the product [CH2:38]([Cl:40])[Cl:39].[CH3:2][CH2:3][CH2:4][CH:5]([CH3:10])[CH3:6].[Br:12][CH2:9][C:6]1[C:5]2[CH:10]=[CH:11][C:2]([F:1])=[CH:3][C:4]=2[S:8][N:7]=1, predict the reactants needed to synthesize it. (2) Given the product [CH3:16][C:17]1[CH:22]=[CH:21][C:20]([S:23]([O:8][C:5]2[CH:6]=[CH:7][C:2]([Br:1])=[C:3]([OH:9])[CH:4]=2)(=[O:25])=[O:24])=[CH:19][CH:18]=1, predict the reactants needed to synthesize it. The reactants are: [Br:1][C:2]1[CH:7]=[CH:6][C:5]([OH:8])=[CH:4][C:3]=1[OH:9].C([O-])([O-])=O.[K+].[K+].[CH3:16][C:17]1[CH:22]=[CH:21][C:20]([S:23](Cl)(=[O:25])=[O:24])=[CH:19][CH:18]=1.